Dataset: Experimentally validated miRNA-target interactions with 360,000+ pairs, plus equal number of negative samples. Task: Binary Classification. Given a miRNA mature sequence and a target amino acid sequence, predict their likelihood of interaction. (1) The miRNA is hsa-miR-6824-5p with sequence GUAGGGGAGGUUGGGCCAGGGA. The protein sequence of the target gene is MATASPRSDTSDIHSGRLQLKVTVSSAKLKRKKNWFGTAIYTEVIVDGEVKKTAKSSSSSNPKWDEQLIVNVTPQTTLEFRVWSHHTLKADALLGKATVDLKQVLLTHNRKLEKVKEQLKLSLENKNGIVQTGELTVVLDGLVIEQEPVTNRSSSPPIEIQQNGDALHENGDPATRTTPRLPVEGTIGIDNHVSTNTVVPNSCCSHVVNGENTPSSPSQVAARPKNAPAPKPVTSAPTSDTVNGESSSVLADNTSTMGTLLPSEDTTSTSNCTSTTTQEPPVQEPPASSEHSECIPSASA.... Result: 0 (no interaction). (2) The protein sequence of the target gene is MSTEAQRVDDSPSTSGGSSDGDQRESVQQEPEREQVQPKKKEGKISSKTAAKLSTSAKRIQKELAEITLDPPPNCSAGPKGDNIYEWRSTILGPPGSVYEGGVFFLDITFSPDYPFKPPKVTFRTRIYHCNINSQGVICLDILKDNWSPALTISKVLLSICSLLTDCNPADPLVGSIATQYMTNRAEHDRMARQWTKRYAT. The miRNA is mmu-miR-653-5p with sequence GUGUUGAAACAAUCUCUACUG. Result: 0 (no interaction). (3) The protein sequence of the target gene is MSAGGDFGNPLRKFKLVFLGEQSVGKTSLITRFMYDSFDNTYQATIGIDFLSKTMYLEDRTVRLQLWDTAGQERFRSLIPSYIRDSTVAVVVYDITNLNSFQQTSKWIDDVRTERGSDVIIMLVGNKTDLADKRQITIEEGEQRAKELSVMFIETSAKTGYNVKQLFRRVASALPGMENVQEKSKEGMIDIKLDKPQEPPASEGGCSC. The miRNA is hsa-miR-4254 with sequence GCCUGGAGCUACUCCACCAUCUC. Result: 1 (interaction). (4) The miRNA is hsa-miR-4476 with sequence CAGGAAGGAUUUAGGGACAGGC. The protein sequence of the target gene is MAPSRLQLGLRAAYSGFSSVAGFSIFFVWTVVYRQPGTAAMGGLAGVLALWVLVTHVMYMQDYWRTWLRGLRGFFFVGALFSAVSVSAFCTFLALAITQHQSLKDPNSYYLSCVWSFISFKWAFLLSLYAHRYRADFADISILSDF. Result: 0 (no interaction).